The task is: Predict the product of the given reaction.. This data is from Forward reaction prediction with 1.9M reactions from USPTO patents (1976-2016). Given the reactants [CH3:1][NH:2]C(C1N(CC2N3C=C(C)C=CC3=NC=2C2C=CC(C)=CC=2)N=CN=1)=O.[Cl:28][C:29]1[CH:34]=[CH:33][C:32]([C:35]2[N:36]=[C:37]3[CH:42]=[CH:41][CH:40]=[CH:39][N:38]3[C:43]=2[CH2:44][N:45]2[CH:49]=[N:48][C:47]([C:50](OC)=[O:51])=[N:46]2)=[CH:31][CH:30]=1.CN, predict the reaction product. The product is: [Cl:28][C:29]1[CH:34]=[CH:33][C:32]([C:35]2[N:36]=[C:37]3[CH:42]=[CH:41][CH:40]=[CH:39][N:38]3[C:43]=2[CH2:44][N:45]2[CH:49]=[N:48][C:47]([C:50]([NH:2][CH3:1])=[O:51])=[N:46]2)=[CH:31][CH:30]=1.